Predict the product of the given reaction. From a dataset of Forward reaction prediction with 1.9M reactions from USPTO patents (1976-2016). (1) Given the reactants [NH2:1][C:2]1[N:7]=[CH:6][N:5]=[C:4]2[N:8]([CH:19]([C:21]3[O:22][C:23]4[C:28]([C:29](=[O:38])[C:30]=3[C:31]3[CH:36]=[CH:35][CH:34]=[C:33]([F:37])[CH:32]=3)=[CH:27][C:26]([F:39])=[CH:25][CH:24]=4)[CH3:20])[N:9]=[C:10]([C:11]3[CH:16]=[CH:15][CH:14]=[C:13]([O:17]C)[CH:12]=3)[C:3]=12, predict the reaction product. The product is: [NH2:1][C:2]1[N:7]=[CH:6][N:5]=[C:4]2[N:8]([CH:19]([C:21]3[O:22][C:23]4[C:28]([C:29](=[O:38])[C:30]=3[C:31]3[CH:36]=[CH:35][CH:34]=[C:33]([F:37])[CH:32]=3)=[CH:27][C:26]([F:39])=[CH:25][CH:24]=4)[CH3:20])[N:9]=[C:10]([C:11]3[CH:16]=[CH:15][CH:14]=[C:13]([OH:17])[CH:12]=3)[C:3]=12. (2) Given the reactants Br[C:2]1[CH:3]=[C:4]2[C:8](=[CH:9][C:10]=1[CH3:11])[N:7]([CH2:12][CH2:13][CH2:14][C:15]([O:17][CH2:18][CH3:19])=[O:16])[N:6]=[CH:5]2.[CH3:20][N:21](C=O)C, predict the reaction product. The product is: [C:20]([C:2]1[CH:3]=[C:4]2[C:8](=[CH:9][C:10]=1[CH3:11])[N:7]([CH2:12][CH2:13][CH2:14][C:15]([O:17][CH2:18][CH3:19])=[O:16])[N:6]=[CH:5]2)#[N:21].